From a dataset of Forward reaction prediction with 1.9M reactions from USPTO patents (1976-2016). Predict the product of the given reaction. Given the reactants [C:1]([Si:5]([CH3:39])([CH3:38])[O:6][CH:7]([C:32]1[CH:37]=[CH:36][CH:35]=[CH:34][CH:33]=1)[CH2:8][CH2:9][CH:10]1[CH:13]([C:14]2[CH:19]=[CH:18][CH:17]=[C:16]([O:20][CH3:21])[CH:15]=2)[N:12]([C:22]2[CH:27]=[CH:26][C:25]([N+:28]([O-])=O)=[CH:24][CH:23]=2)[C:11]1=[O:31])([CH3:4])([CH3:3])[CH3:2].[H][H], predict the reaction product. The product is: [NH2:28][C:25]1[CH:26]=[CH:27][C:22]([N:12]2[CH:13]([C:14]3[CH:19]=[CH:18][CH:17]=[C:16]([O:20][CH3:21])[CH:15]=3)[CH:10]([CH2:9][CH2:8][CH:7]([O:6][Si:5]([C:1]([CH3:3])([CH3:2])[CH3:4])([CH3:38])[CH3:39])[C:32]3[CH:33]=[CH:34][CH:35]=[CH:36][CH:37]=3)[C:11]2=[O:31])=[CH:23][CH:24]=1.